From a dataset of Catalyst prediction with 721,799 reactions and 888 catalyst types from USPTO. Predict which catalyst facilitates the given reaction. (1) Reactant: I.[Cl:2][C:3]1[C:4]2[C:5]3[C:6](=[C:20]([CH3:23])[O:21][N:22]=3)[C:7](=[O:19])[N:8]([CH:13]3[CH2:18][CH2:17][CH2:16][NH:15][CH2:14]3)[C:9]=2[CH:10]=[CH:11][CH:12]=1.[CH2:24]([O:26][C:27](=[O:30])[CH2:28]Br)[CH3:25].C(=O)([O-])[O-].[K+].[K+]. Product: [CH2:24]([O:26][C:27](=[O:30])[CH2:28][N:15]1[CH2:16][CH2:17][CH2:18][CH:13]([N:8]2[C:9]3[CH:10]=[CH:11][CH:12]=[C:3]([Cl:2])[C:4]=3[C:5]3=[N:22][O:21][C:20]([CH3:23])=[C:6]3[C:7]2=[O:19])[CH2:14]1)[CH3:25]. The catalyst class is: 7. (2) Reactant: [Cl:1][C:2]1[CH:3]=[C:4]([OH:9])[CH:5]=[CH:6][C:7]=1[Cl:8].N1C=CC=CC=1.[CH3:16][O:17][C:18]1[C:27]2[CH2:26][CH:25]([NH:28][C:29](=[O:34])[C:30]([F:33])([F:32])[F:31])[CH2:24][CH2:23][C:22]=2[C:21]([S:35](Cl)(=[O:37])=[O:36])=[CH:20][CH:19]=1. Product: [Cl:1][C:2]1[CH:3]=[C:4]([O:9][S:35]([C:21]2[C:22]3[CH2:23][CH2:24][CH:25]([NH:28][C:29](=[O:34])[C:30]([F:31])([F:32])[F:33])[CH2:26][C:27]=3[C:18]([O:17][CH3:16])=[CH:19][CH:20]=2)(=[O:36])=[O:37])[CH:5]=[CH:6][C:7]=1[Cl:8]. The catalyst class is: 4. (3) Reactant: [Si]([O:8][N:9]=[C:10]1[C:18]2[C:13](=[CH:14][C:15]([NH:19][C:20]3[C:28]4[C:23](=[CH:24][N:25]=[CH:26][CH:27]=4)[S:22][C:21]=3[C:29]3[CH:34]=[CH:33][C:32]([O:35][CH3:36])=[CH:31][CH:30]=3)=[CH:16][CH:17]=2)[CH2:12][CH2:11]1)(C(C)(C)C)(C)C.CCCC[N+](CCCC)(CCCC)CCCC.[F-]. Product: [CH3:36][O:35][C:32]1[CH:31]=[CH:30][C:29]([C:21]2[S:22][C:23]3=[CH:24][N:25]=[CH:26][CH:27]=[C:28]3[C:20]=2[NH:19][C:15]2[CH:14]=[C:13]3[C:18](=[CH:17][CH:16]=2)[C:10](=[N:9][OH:8])[CH2:11][CH2:12]3)=[CH:34][CH:33]=1. The catalyst class is: 2. (4) Reactant: [NH2:1][NH2:2].[Cl:3][C:4]1[N:9]=[C:8](Cl)[C:7]([CH:11]=O)=[CH:6][N:5]=1.O. Product: [Cl:3][C:4]1[N:9]=[C:8]2[NH:1][N:2]=[CH:11][C:7]2=[CH:6][N:5]=1. The catalyst class is: 1. (5) Reactant: [CH3:1][CH2:2][N:3](CC)CC.Cl.[CH3:9][O:10][CH:11]1[CH2:16][CH2:15][CH2:14][NH:13][CH2:12]1.C(#N)CO. Product: [CH3:9][O:10][CH:11]1[CH2:16][CH2:15][CH2:14][N:13]([CH2:1][C:2]#[N:3])[CH2:12]1. The catalyst class is: 6. (6) Reactant: Cl[C:2]1[CH:3]=[C:4]2[C:9](=[CH:10][CH:11]=1)[N:8]=[C:7]([NH:12][CH2:13][CH2:14][O:15][C:16]1[CH:21]=[CH:20][CH:19]=[CH:18][CH:17]=1)[CH:6]=[CH:5]2.[CH3:22][N:23]([CH3:27])[CH2:24][CH2:25][NH2:26]. Product: [CH3:22][N:23]([CH3:27])[CH2:24][CH2:25][NH:26][C:2]1[CH:3]=[C:4]2[C:9](=[CH:10][CH:11]=1)[N:8]=[C:7]([NH:12][CH2:13][CH2:14][O:15][C:16]1[CH:21]=[CH:20][CH:19]=[CH:18][CH:17]=1)[CH:6]=[CH:5]2. The catalyst class is: 12. (7) Reactant: [F:1][C:2]1[CH:7]=[CH:6][C:5]([CH2:8][C:9]([C:11]2[C:12](=[O:33])[N:13]([C:22]3[CH:27]=[CH:26][CH:25]=[C:24]([O:28][C:29]([F:32])([F:31])[F:30])[CH:23]=3)[C:14]3[C:19]([C:20]=2O)=[CH:18][CH:17]=[CH:16][N:15]=3)=O)=[CH:4][CH:3]=1.O.[NH2:35][NH2:36].C(=O)([O-])O.[Na+]. Product: [F:1][C:2]1[CH:3]=[CH:4][C:5]([CH2:8][C:9]2[C:11]3[C:12](=[O:33])[N:13]([C:22]4[CH:27]=[CH:26][CH:25]=[C:24]([O:28][C:29]([F:32])([F:30])[F:31])[CH:23]=4)[C:14]4[N:15]=[CH:16][CH:17]=[CH:18][C:19]=4[C:20]=3[NH:36][N:35]=2)=[CH:6][CH:7]=1. The catalyst class is: 3. (8) Reactant: [Br:1][C:2]1[CH:7]=[CH:6][CH:5]=[C:4]([CH2:8]Cl)[N:3]=1.[CH3:10][O:11][C:12](=[O:24])[CH2:13][CH2:14][CH:15]1[CH2:20][CH2:19][N:18]([C:21](=[S:23])[NH2:22])[CH2:17][CH2:16]1.[CH3:25]OC(OC)N(C)C.C(N(CC)CC)C. Product: [CH3:10][O:11][C:12](=[O:24])[CH2:13][CH2:14][CH:15]1[CH2:20][CH2:19][N:18]([C:21]2[S:23][C:8]([C:4]3[CH:5]=[CH:6][CH:7]=[C:2]([Br:1])[N:3]=3)=[CH:25][N:22]=2)[CH2:17][CH2:16]1. The catalyst class is: 8.